From a dataset of KCNQ2 potassium channel screen with 302,405 compounds. Binary Classification. Given a drug SMILES string, predict its activity (active/inactive) in a high-throughput screening assay against a specified biological target. (1) The drug is S(=O)(=O)(Nc1c(SC)cccc1)c1c2c(nccc2)c(OCC)cc1. The result is 0 (inactive). (2) The drug is S=C(NNC(=O)Cn1nc(cc1C(F)F)C(F)F)Nc1ccc(cc1)C. The result is 0 (inactive). (3) The compound is o1c(C(=O)NCCNC(=O)c2cc(ccc2)C)ccc1. The result is 0 (inactive).